From a dataset of Blood-brain barrier permeability classification from the B3DB database. Regression/Classification. Given a drug SMILES string, predict its absorption, distribution, metabolism, or excretion properties. Task type varies by dataset: regression for continuous measurements (e.g., permeability, clearance, half-life) or binary classification for categorical outcomes (e.g., BBB penetration, CYP inhibition). Dataset: b3db_classification. The result is 1 (penetrates BBB). The drug is CCOC(=O)Nc1ccc(NCc2ccc(F)cc2)nc1N.